Dataset: Full USPTO retrosynthesis dataset with 1.9M reactions from patents (1976-2016). Task: Predict the reactants needed to synthesize the given product. (1) Given the product [Br:10][C:11]1[CH:16]=[CH:15][CH:14]=[CH:13][C:12]=1[S:9][C:3]1[CH:4]=[CH:5][C:6](/[CH:19]=[CH:20]/[C:21]([N:41]2[CH2:42][CH2:43][CH:39]([NH:38][C:35](=[O:37])[CH3:36])[CH2:40]2)=[O:22])=[CH:7][C:2]=1[Cl:1], predict the reactants needed to synthesize it. The reactants are: [Cl:1][C:2]1[CH:7]=[C:6](Cl)[CH:5]=[CH:4][C:3]=1[SH:9].[Br:10][C:11]1[CH:16]=[CH:15][CH:14]=[CH:13][C:12]=1S.Cl[C:19]1C=CC=C[C:20]=1[CH:21]=[O:22].NCCCCCCO.[C:35]([NH:38][CH:39]1[CH2:43][CH2:42][NH:41][CH2:40]1)(=[O:37])[CH3:36]. (2) Given the product [CH2:1]([O:3][C:4](=[O:24])[C:5]1[CH:10]=[CH:9][CH:8]=[C:7]([S:11][C:12]2[C:20]3[C:15](=[CH:16][C:17]([Cl:21])=[CH:18][CH:19]=3)[N:14]([C:26]3[CH:27]=[N:28][N:29]([CH2:31][CH3:32])[CH:30]=3)[C:13]=2[CH3:22])[C:6]=1[F:23])[CH3:2], predict the reactants needed to synthesize it. The reactants are: [CH2:1]([O:3][C:4](=[O:24])[C:5]1[CH:10]=[CH:9][CH:8]=[C:7]([S:11][C:12]2[C:20]3[C:15](=[CH:16][C:17]([Cl:21])=[CH:18][CH:19]=3)[NH:14][C:13]=2[CH3:22])[C:6]=1[F:23])[CH3:2].Br[C:26]1[CH:27]=[N:28][N:29]([CH2:31][CH3:32])[CH:30]=1.